From a dataset of Forward reaction prediction with 1.9M reactions from USPTO patents (1976-2016). Predict the product of the given reaction. (1) Given the reactants [Cl:1][C:2]1[CH:3]=[C:4]2[C:13](=[C:14]3[C:19]=1[CH:18]=[CH:17][CH:16]=[N:15]3)[NH:12][S:11](=[O:21])(=[O:20])[C:10]1[C:5]2=[CH:6][C:7](F)=[CH:8][CH:9]=1.[NH2:23][CH:24]([CH2:27][OH:28])[CH2:25][OH:26], predict the reaction product. The product is: [Cl:1][C:2]1[CH:3]=[C:4]2[C:13](=[C:14]3[C:19]=1[CH:18]=[CH:17][CH:16]=[N:15]3)[NH:12][S:11](=[O:21])(=[O:20])[C:10]1[C:5]2=[CH:6][C:7]([NH:23][CH:24]([CH2:27][OH:28])[CH2:25][OH:26])=[CH:8][CH:9]=1. (2) Given the reactants [CH:1]1([C:4]2[N:5]=[CH:6][N:7]([C:9]3[C:14]([F:15])=[CH:13][N:12]=[C:11]([C:16]([OH:18])=O)[CH:10]=3)[CH:8]=2)[CH2:3][CH2:2]1.Cl.[CH:20]1([N:23]2[CH:27]=[N:26][N:25]=[C:24]2[C:28]2[S:29][CH:30]=[C:31]([NH2:33])[N:32]=2)[CH2:22][CH2:21]1.CN(C(ON1N=NC2C=CC=NC1=2)=[N+](C)C)C.F[P-](F)(F)(F)(F)F.CN1CCOCC1, predict the reaction product. The product is: [CH:1]1([C:4]2[N:5]=[CH:6][N:7]([C:9]3[C:14]([F:15])=[CH:13][N:12]=[C:11]([C:16]([NH:33][C:31]4[N:32]=[C:28]([C:24]5[N:23]([CH:20]6[CH2:22][CH2:21]6)[CH:27]=[N:26][N:25]=5)[S:29][CH:30]=4)=[O:18])[CH:10]=3)[CH:8]=2)[CH2:2][CH2:3]1. (3) Given the reactants C(O[C:4]([C:6]1([CH2:12][CH2:13]OC)[CH2:11][CH2:10][NH:9][CH2:8][CH2:7]1)=[O:5])C.[Cl:16][C:17]1[CH:22]=[CH:21][CH:20]=[CH:19][C:18]=1[S:23](Cl)(=[O:25])=[O:24].[F:27][C:28]([F:39])([F:38])[CH2:29][O:30][C:31]1[CH:36]=[CH:35][C:34]([NH2:37])=[CH:33][CH:32]=1, predict the reaction product. The product is: [Cl:16][C:17]1[CH:22]=[CH:21][CH:20]=[CH:19][C:18]=1[S:23]([N:9]1[CH2:8][CH2:7][C:6]2([C:4](=[O:5])[N:37]([C:34]3[CH:35]=[CH:36][C:31]([O:30][CH2:29][C:28]([F:27])([F:38])[F:39])=[CH:32][CH:33]=3)[CH2:13][CH2:12]2)[CH2:11][CH2:10]1)(=[O:25])=[O:24]. (4) The product is: [Cl:21][CH2:22][C:23]1[CH:28]=[CH:27][C:26]([NH:29][C:30]([N:18]2[CH2:17][CH2:16][N:15]([C:6]3[C:5]4[C:10](=[CH:11][C:12]([O:13][CH3:14])=[C:3]([O:2][CH3:1])[CH:4]=4)[N:9]=[CH:8][N:7]=3)[CH2:20][CH2:19]2)=[O:31])=[CH:25][CH:24]=1. Given the reactants [CH3:1][O:2][C:3]1[CH:4]=[C:5]2[C:10](=[CH:11][C:12]=1[O:13][CH3:14])[N:9]=[CH:8][N:7]=[C:6]2[N:15]1[CH2:20][CH2:19][NH:18][CH2:17][CH2:16]1.[Cl:21][CH2:22][C:23]1[CH:28]=[CH:27][C:26]([N:29]=[C:30]=[O:31])=[CH:25][CH:24]=1, predict the reaction product.